Dataset: Forward reaction prediction with 1.9M reactions from USPTO patents (1976-2016). Task: Predict the product of the given reaction. (1) Given the reactants [NH2:1][C@H:2]1[C:11]2[C:6](=[CH:7][CH:8]=[C:9]([F:12])[CH:10]=2)[N:5]([C:13](=[O:15])[CH3:14])[C@@H:4]([CH:16]2[CH2:18][CH2:17]2)[C@@H:3]1[CH3:19].CC(C)([O-])C.[Na+].Cl[C:27]1[C:32]([O:33][CH3:34])=[N:31][CH:30]=[CH:29][N:28]=1, predict the reaction product. The product is: [CH:16]1([C@H:4]2[C@H:3]([CH3:19])[C@@H:2]([NH:1][C:27]3[C:32]([O:33][CH3:34])=[N:31][CH:30]=[CH:29][N:28]=3)[C:11]3[C:6](=[CH:7][CH:8]=[C:9]([F:12])[CH:10]=3)[N:5]2[C:13](=[O:15])[CH3:14])[CH2:18][CH2:17]1. (2) The product is: [CH3:51][O:46][CH:50]=[CH:49][C:48]1([C:9]2[C:10]3[C:15]([C:16]4[CH:17]=[CH:18][CH:19]=[CH:20][C:21]=4[CH:22]=2)=[CH:14][CH:13]=[CH:12][CH:11]=3)[CH:30]=[CH:29][CH:28]=[CH:33][CH2:47]1. Given the reactants C(C1C=CC=CC=1[C:9]1[C:10]2[C:15]([C:16]3[CH:17]=[CH:18][CH:19]=[CH:20][C:21]=3[CH:22]=1)=[CH:14][CH:13]=[CH:12][CH:11]=2)=O.[Cl-].COC[P+]([C:28]1[CH:33]=CC=[CH:30][CH:29]=1)([C:28]1[CH:33]=CC=[CH:30][CH:29]=1)[C:28]1[CH:33]=CC=[CH:30][CH:29]=1.[O:46]1[CH2:50][CH2:49][CH2:48][CH2:47]1.[C:51](O[K])(C)(C)C, predict the reaction product. (3) Given the reactants Cl[C:2]1[N:7]=[CH:6][C:5]([C:8]2[NH:12][C:11]3[CH:13]=[CH:14][CH:15]=[CH:16][C:10]=3[N:9]=2)=[CH:4][CH:3]=1.[NH:17]1[CH2:22][CH2:21][NH:20][CH2:19][CH2:18]1, predict the reaction product. The product is: [N:17]1([C:2]2[N:7]=[CH:6][C:5]([C:8]3[NH:12][C:11]4[CH:13]=[CH:14][CH:15]=[CH:16][C:10]=4[N:9]=3)=[CH:4][CH:3]=2)[CH2:22][CH2:21][NH:20][CH2:19][CH2:18]1. (4) Given the reactants Cl[C:2]1[N:7]=[C:6]2[N:8]([CH2:11][C:12]3[CH:13]=[C:14]4[C:19](=[CH:20][CH:21]=3)[N:18]=[CH:17][CH:16]=[CH:15]4)[N:9]=[N:10][C:5]2=[CH:4][CH:3]=1.[CH2:22]([O:24]C([Sn](CCCC)(CCCC)CCCC)=C)[CH3:23].C1(P(C2C=CC=CC=2)C2C=CC=CC=2)C=CC=CC=1, predict the reaction product. The product is: [N:18]1[C:19]2[C:14](=[CH:13][C:12]([CH2:11][N:8]3[C:6]4=[N:7][C:2]([C:22](=[O:24])[CH3:23])=[CH:3][CH:4]=[C:5]4[N:10]=[N:9]3)=[CH:21][CH:20]=2)[CH:15]=[CH:16][CH:17]=1. (5) Given the reactants [Cl:1][C:2]1[CH:7]=[CH:6][CH:5]=[C:4]([C:8]([F:11])([F:10])[F:9])[C:3]=1[CH2:12][OH:13].CC(OI1(OC(C)=O)(OC(C)=O)OC(=O)C2C=CC=CC1=2)=O, predict the reaction product. The product is: [Cl:1][C:2]1[CH:7]=[CH:6][CH:5]=[C:4]([C:8]([F:9])([F:10])[F:11])[C:3]=1[CH:12]=[O:13]. (6) Given the reactants [OH-].[Na+].[Cl:3][C:4]1[N:8]([C:9]2[N:14]=[CH:13][CH:12]=[CH:11][N:10]=2)[N:7]=[CH:6][C:5]=1[C:15]([O:17]CC)=[O:16].O, predict the reaction product. The product is: [Cl:3][C:4]1[N:8]([C:9]2[N:14]=[CH:13][CH:12]=[CH:11][N:10]=2)[N:7]=[CH:6][C:5]=1[C:15]([OH:17])=[O:16]. (7) Given the reactants [N:1]1([C:7]2[C:17]3[O:16][CH2:15][CH2:14][N:13](C(OC(C)(C)C)=O)[CH2:12][C:11]=3[CH:10]=[CH:9][CH:8]=2)[CH2:6][CH2:5][O:4][CH2:3][CH2:2]1.C(OCC)(=O)C.[ClH:31], predict the reaction product. The product is: [ClH:31].[ClH:31].[N:1]1([C:7]2[C:17]3[O:16][CH2:15][CH2:14][NH:13][CH2:12][C:11]=3[CH:10]=[CH:9][CH:8]=2)[CH2:6][CH2:5][O:4][CH2:3][CH2:2]1. (8) Given the reactants [CH:1]1([C:7](=[O:16])[CH2:8][C:9]2[CH:14]=[CH:13][C:12]([F:15])=[CH:11][CH:10]=2)[CH2:6][CH2:5][CH2:4][CH2:3][CH2:2]1.OS(O)(=O)=O.[N+:22]([O-])([OH:24])=[O:23], predict the reaction product. The product is: [CH:1]1([C:7](=[O:16])[CH2:8][C:9]2[CH:10]=[CH:11][C:12]([F:15])=[C:13]([N+:22]([O-:24])=[O:23])[CH:14]=2)[CH2:6][CH2:5][CH2:4][CH2:3][CH2:2]1. (9) The product is: [NH2:19][O:18][CH2:17][C:15]1[S:16][C:12]2[C:11]3[CH:10]=[CH:9][CH:8]=[CH:7][C:6]=3[N:5]=[C:4]([NH2:3])[C:13]=2[N:14]=1. Given the reactants NN.[NH2:3][C:4]1[C:13]2[N:14]=[C:15]([CH2:17][O:18][N:19]3C(=O)C4C(=CC=CC=4)C3=O)[S:16][C:12]=2[C:11]2[CH:10]=[CH:9][CH:8]=[CH:7][C:6]=2[N:5]=1, predict the reaction product. (10) Given the reactants Cl.[Cl:2][C:3]1[CH:22]=[CH:21][C:6]([C:7]([NH:9][C:10]2[CH:15]=[CH:14][C:13]([CH:16]3[CH2:20][CH2:19][NH:18][CH2:17]3)=[CH:12][CH:11]=2)=[O:8])=[CH:5][CH:4]=1.I[C:24]1[CH:29]=[CH:28][CH:27]=[CH:26][CH:25]=1.N1CCC[C@H]1C(O)=O.CC(C)([O-])C.[Na+], predict the reaction product. The product is: [Cl:2][C:3]1[CH:4]=[CH:5][C:6]([C:7]([NH:9][C:10]2[CH:15]=[CH:14][C:13]([CH:16]3[CH2:20][CH2:19][N:18]([C:24]4[CH:29]=[CH:28][CH:27]=[CH:26][CH:25]=4)[CH2:17]3)=[CH:12][CH:11]=2)=[O:8])=[CH:21][CH:22]=1.